From a dataset of Forward reaction prediction with 1.9M reactions from USPTO patents (1976-2016). Predict the product of the given reaction. (1) Given the reactants [CH3:1][C:2]1([C:7]2[S:8][C:9]([CH2:12][N:13]3[CH:17]=[C:16]([NH2:18])[CH:15]=[N:14]3)=[CH:10][N:11]=2)[O:6]CCO1.[C:19]1([C:25]2[O:29][CH:28]=[N:27][C:26]=2[C:30](O)=[O:31])[CH:24]=[CH:23][CH:22]=[CH:21][CH:20]=1, predict the reaction product. The product is: [C:2]([C:7]1[S:8][C:9]([CH2:12][N:13]2[CH:17]=[C:16]([NH:18][C:30]([C:26]3[N:27]=[CH:28][O:29][C:25]=3[C:19]3[CH:20]=[CH:21][CH:22]=[CH:23][CH:24]=3)=[O:31])[CH:15]=[N:14]2)=[CH:10][N:11]=1)(=[O:6])[CH3:1]. (2) Given the reactants [Cl:1][C:2]1[CH:3]=[CH:4][C:5]([CH3:11])=[C:6]([N:8]=[C:9]=[S:10])[CH:7]=1.[NH2:12][C:13]1[S:14][CH:15]=[C:16]([CH3:18])[N:17]=1, predict the reaction product. The product is: [Cl:1][C:2]1[CH:3]=[CH:4][C:5]([CH3:11])=[C:6]([NH:8][C:9]([NH:12][C:13]2[S:14][CH:15]=[C:16]([CH3:18])[N:17]=2)=[S:10])[CH:7]=1. (3) Given the reactants [CH2:1]([NH:4][C:5]1[C:10]([C:11]([NH:13][C:14]2[CH:19]=[CH:18][CH:17]=[C:16]([N:20](C)[C:21](=O)C(F)(F)F)[CH:15]=2)=[O:12])=[CH:9][N:8]=[C:7]([NH:28][CH2:29][CH2:30][C:31]2[CH:36]=[CH:35][N:34]=[CH:33][CH:32]=2)[N:6]=1)[CH2:2][CH3:3].C(=O)([O-])[O-].[K+].[K+].C(Cl)(Cl)Cl, predict the reaction product. The product is: [CH3:21][NH:20][C:16]1[CH:15]=[C:14]([NH:13][C:11]([C:10]2[C:5]([NH:4][CH2:1][CH2:2][CH3:3])=[N:6][C:7]([NH:28][CH2:29][CH2:30][C:31]3[CH:32]=[CH:33][N:34]=[CH:35][CH:36]=3)=[N:8][CH:9]=2)=[O:12])[CH:19]=[CH:18][CH:17]=1. (4) Given the reactants [OH:1][C:2]1[C:11]2[N:10]=[CH:9][CH:8]=[CH:7][C:6]=2[C:5]([CH:12]=[O:13])=[CH:4][CH:3]=1.CC1C=CC(S(O)(=O)=O)=CC=1.[CH2:25](O)[CH2:26][OH:27], predict the reaction product. The product is: [O:13]1[CH2:25][CH2:26][O:27][CH:12]1[C:5]1[CH:4]=[CH:3][C:2]([OH:1])=[C:11]2[C:6]=1[CH:7]=[CH:8][CH:9]=[N:10]2.